Dataset: Peptide-MHC class I binding affinity with 185,985 pairs from IEDB/IMGT. Task: Regression. Given a peptide amino acid sequence and an MHC pseudo amino acid sequence, predict their binding affinity value. This is MHC class I binding data. (1) The peptide sequence is YANNDKFRL. The MHC is HLA-A02:01 with pseudo-sequence HLA-A02:01. The binding affinity (normalized) is 0.411. (2) The peptide sequence is SQMPPQKIM. The MHC is HLA-B35:01 with pseudo-sequence HLA-B35:01. The binding affinity (normalized) is 0.400. (3) The peptide sequence is ERWFVRNPF. The MHC is HLA-A03:01 with pseudo-sequence HLA-A03:01. The binding affinity (normalized) is 0.0847. (4) The peptide sequence is AVEDFLAFF. The MHC is HLA-B57:01 with pseudo-sequence HLA-B57:01. The binding affinity (normalized) is 0.0847. (5) The peptide sequence is PSTEMSMRGV. The MHC is Mamu-B01 with pseudo-sequence Mamu-B01. The binding affinity (normalized) is 0. (6) The peptide sequence is DEVASTHDW. The MHC is HLA-B44:03 with pseudo-sequence HLA-B44:03. The binding affinity (normalized) is 1.00.